Dataset: Reaction yield outcomes from USPTO patents with 853,638 reactions. Task: Predict the reaction yield, written as a fraction of the theoretical maximum amount of product (1.0 means a 100% yield; for example, 0.34 means a 34% yield). (1) The reactants are [Cl:1][C:2]1[CH:7]=[CH:6][C:5]([C:8]2[N:9]=[C:10]([C:24]([O:26][C:27]([CH3:30])([CH3:29])[CH3:28])=[O:25])[C:11]([C:21](O)=[O:22])=[N:12][C:13]=2[C:14]2[CH:19]=[CH:18][C:17]([Cl:20])=[CH:16][CH:15]=2)=[CH:4][CH:3]=1.[NH2:31][CH:32]([CH2:34][OH:35])[CH3:33].C(N(CC)CC)C.C1CN([P+](ON2N=NC3C=CC=CC2=3)(N2CCCC2)N2CCCC2)CC1.F[P-](F)(F)(F)(F)F. The catalyst is ClCCl.C(OCC)(=O)C. The product is [C:27]([O:26][C:24]([C:10]1[C:11]([C:21](=[O:22])[NH:31][CH:32]([CH3:33])[CH2:34][OH:35])=[N:12][C:13]([C:14]2[CH:19]=[CH:18][C:17]([Cl:20])=[CH:16][CH:15]=2)=[C:8]([C:5]2[CH:6]=[CH:7][C:2]([Cl:1])=[CH:3][CH:4]=2)[N:9]=1)=[O:25])([CH3:28])([CH3:30])[CH3:29]. The yield is 0.850. (2) The reactants are [CH2:1]([NH:4][C:5]([C:7]1[NH:8][C:9]2[C:14]([CH:15]=1)=[CH:13][C:12]([N+:16]([O-])=O)=[CH:11][CH:10]=2)=[O:6])[CH2:2][CH3:3]. The catalyst is CCO.[Pd]. The product is [CH2:1]([NH:4][C:5]([C:7]1[NH:8][C:9]2[C:14]([CH:15]=1)=[CH:13][C:12]([NH2:16])=[CH:11][CH:10]=2)=[O:6])[CH2:2][CH3:3]. The yield is 0.950. (3) The reactants are [CH3:1][O:2][C:3]1[CH:4]=[C:5]([CH:9]=[CH:10][C:11]=1[O:12][CH3:13])[C:6](Cl)=[O:7].[CH3:14][C:15]([C:23]1[CH:28]=[CH:27][C:26]([NH2:29])=[CH:25][CH:24]=1)([C:17]1[CH:22]=[CH:21][N:20]=[CH:19][CH:18]=1)[CH3:16].C(N(CC)CC)C. The catalyst is C(Cl)Cl. The product is [CH3:1][O:2][C:3]1[CH:4]=[C:5]([CH:9]=[CH:10][C:11]=1[O:12][CH3:13])[C:6]([NH:29][C:26]1[CH:25]=[CH:24][C:23]([C:15]([CH3:16])([C:17]2[CH:18]=[CH:19][N:20]=[CH:21][CH:22]=2)[CH3:14])=[CH:28][CH:27]=1)=[O:7]. The yield is 0.0300. (4) The reactants are [CH:1]([C:4]1[CH:9]=[CH:8][C:7]([N+:10]([O-])=O)=[CH:6][N:5]=1)([CH3:3])[CH3:2]. The catalyst is CO.[Ni]. The product is [CH:1]([C:4]1[CH:9]=[CH:8][C:7]([NH2:10])=[CH:6][N:5]=1)([CH3:3])[CH3:2]. The yield is 0.520. (5) The reactants are [F:1][C:2]1[CH:7]=[C:6](F)[CH:5]=[C:4]([F:9])[C:3]=1[N+:10]([O-:12])=[O:11].C(=O)([O-])[O-].[K+].[K+].[NH:19]1[CH2:24][CH2:23][O:22][CH2:21][CH2:20]1. The catalyst is CS(C)=O. The product is [F:1][C:2]1[CH:7]=[C:6]([N:19]2[CH2:24][CH2:23][O:22][CH2:21][CH2:20]2)[CH:5]=[C:4]([F:9])[C:3]=1[N+:10]([O-:12])=[O:11]. The yield is 0.370. (6) The reactants are O[C:2]1([C:23]([F:26])([F:25])[F:24])[CH2:6][N:5]([C:7]2[CH:12]=[CH:11][C:10]([S:13]([CH3:16])(=[O:15])=[O:14])=[CH:9][CH:8]=2)[C:4]([C:17]2[CH:22]=[CH:21][N:20]=[CH:19][CH:18]=2)=[N:3]1.O.C1(C)C=CC(S(O)(=O)=O)=CC=1. The catalyst is C1(C)C=CC=CC=1. The product is [CH3:16][S:13]([C:10]1[CH:9]=[CH:8][C:7]([N:5]2[CH:6]=[C:2]([C:23]([F:25])([F:26])[F:24])[N:3]=[C:4]2[C:17]2[CH:18]=[CH:19][N:20]=[CH:21][CH:22]=2)=[CH:12][CH:11]=1)(=[O:15])=[O:14]. The yield is 0.410.